This data is from Forward reaction prediction with 1.9M reactions from USPTO patents (1976-2016). The task is: Predict the product of the given reaction. (1) Given the reactants [O:1]=[C:2]1[C:10](=[CH:11][C:12]2[NH:13][C:14]3[CH2:15][CH2:16][CH2:17][CH2:18][C:19]=3[C:20]=2[CH2:21][CH2:22][C:23]([OH:25])=O)[C:9]2[C:4](=[CH:5][CH:6]=[CH:7][CH:8]=2)[NH:3]1.C(N1C=CN=C1)([N:28]1C=CN=C1)=O.N.O, predict the reaction product. The product is: [O:1]=[C:2]1[C:10](=[CH:11][C:12]2[NH:13][C:14]3[CH2:15][CH2:16][CH2:17][CH2:18][C:19]=3[C:20]=2[CH2:21][CH2:22][C:23]([NH2:28])=[O:25])[C:9]2[C:4](=[CH:5][CH:6]=[CH:7][CH:8]=2)[NH:3]1. (2) Given the reactants [OH:1][C@@H:2]1[C@H:6]([OH:7])[C@@H:5]([CH2:8][OH:9])[NH:4][C@H:3]1[C:10]1[C:14]2[N:15]=[CH:16][NH:17][C:18](=[O:19])[C:13]=2[NH:12][CH:11]=1.CO.C(N(CC)CC)C.[CH3:29][C:30]([O:33][C:34](O[C:34]([O:33][C:30]([CH3:32])([CH3:31])[CH3:29])=[O:35])=[O:35])([CH3:32])[CH3:31], predict the reaction product. The product is: [OH:7][C@H:6]1[C@@H:2]([OH:1])[C@H:3]([C:10]2[C:14]3[N:15]=[CH:16][NH:17][C:18](=[O:19])[C:13]=3[NH:12][CH:11]=2)[N:4]([C:34]([O:33][C:30]([CH3:32])([CH3:31])[CH3:29])=[O:35])[C@@H:5]1[CH2:8][OH:9].